From a dataset of Reaction yield outcomes from USPTO patents with 853,638 reactions. Predict the reaction yield, written as a fraction of the theoretical maximum amount of product (1.0 means a 100% yield; for example, 0.34 means a 34% yield). The reactants are [N:1]1([C:7]([C:9]2[S:13][C:12]([CH:14]=O)=[CH:11][CH:10]=2)=[O:8])[CH2:6][CH2:5][CH2:4][CH2:3][CH2:2]1.[N:16]1C=CC=CC=1.Cl.NO. The catalyst is CCO. The product is [N:1]1([C:7]([C:9]2[S:13][C:12]([C:14]#[N:16])=[CH:11][CH:10]=2)=[O:8])[CH2:6][CH2:5][CH2:4][CH2:3][CH2:2]1. The yield is 0.650.